The task is: Predict the reaction yield, written as a fraction of the theoretical maximum amount of product (1.0 means a 100% yield; for example, 0.34 means a 34% yield).. This data is from Reaction yield outcomes from USPTO patents with 853,638 reactions. (1) The reactants are C[O:2][C:3](=[O:24])[C:4]1[CH:9]=[C:8]([C:10]2[S:11][CH:12]=[C:13]([C:15]3[CH:20]=[CH:19][C:18]([Cl:21])=[C:17]([Cl:22])[CH:16]=3)[N:14]=2)[CH:7]=[CH:6][C:5]=1Br.[F:25][C:26]1[C:31]([F:32])=[CH:30][CH:29]=[CH:28][C:27]=1B(O)O. No catalyst specified. The product is [Cl:22][C:17]1[CH:16]=[C:15]([C:13]2[N:14]=[C:10]([C:8]3[CH:9]=[C:4]([C:3]([OH:2])=[O:24])[C:5]([C:30]4[CH:29]=[CH:28][CH:27]=[C:26]([F:25])[C:31]=4[F:32])=[CH:6][CH:7]=3)[S:11][CH:12]=2)[CH:20]=[CH:19][C:18]=1[Cl:21]. The yield is 0.690. (2) The reactants are [C:1]([C:3]1[CH:4]=[C:5]([CH:10]=[CH:11][C:12]=1[OH:13])[C:6]([O:8][CH3:9])=[O:7])#[N:2].ClN1C(=O)[CH2:18][CH2:17][C:16]1=O. The catalyst is C(#N)C. The product is [C:1]([C:3]1[CH:4]=[C:5]([CH:10]=[CH:11][C:12]=1[O:13][CH:17]([CH3:18])[CH3:16])[C:6]([O:8][CH3:9])=[O:7])#[N:2]. The yield is 0.290. (3) The product is [Cl:18][C:19]1[N:24]=[C:23]([N:13]2[C:14]3[C:10](=[C:9]([O:8][CH2:7][CH2:6][CH2:5][S:2]([CH3:1])(=[O:4])=[O:3])[CH:17]=[CH:16][CH:15]=3)[CH:11]=[CH:12]2)[CH:22]=[CH:21][N:20]=1. The reactants are [CH3:1][S:2]([CH2:5][CH2:6][CH2:7][O:8][C:9]1[CH:17]=[CH:16][CH:15]=[C:14]2[C:10]=1[CH:11]=[CH:12][NH:13]2)(=[O:4])=[O:3].[Cl:18][C:19]1[N:24]=[C:23](Cl)[CH:22]=[CH:21][N:20]=1.C1C=CC2N(O)N=NC=2C=1.C([O-])([O-])=O.[K+].[K+]. The yield is 0.940. The catalyst is CC(O)C.CC(N(C)C)=O. (4) The reactants are [NH2:1][C:2]1[CH:7]=[CH:6][CH:5]=[C:4]([NH2:8])[C:3]=1[NH:9][CH2:10][CH:11]([OH:17])[CH2:12][C:13]([O:15][CH3:16])=[O:14].[Cl:18][C:19]1[CH:24]=[C:23]([Cl:25])[CH:22]=[CH:21][C:20]=1[N:26]=[C:27]=[S:28]. The catalyst is O1CCCC1. The product is [NH2:1][C:2]1[CH:7]=[CH:6][CH:5]=[C:4]([NH:8][C:27]([NH:26][C:20]2[CH:21]=[CH:22][C:23]([Cl:25])=[CH:24][C:19]=2[Cl:18])=[S:28])[C:3]=1[NH:9][CH2:10][CH:11]([OH:17])[CH2:12][C:13]([O:15][CH3:16])=[O:14]. The yield is 0.340. (5) The reactants are [H-].[Na+].[CH:3]1([S:6]([NH2:9])(=[O:8])=[O:7])[CH2:5][CH2:4]1.[CH3:10][C:11]1([CH3:37])[C:20]2[C:15](=[CH:16][CH:17]=[C:18]([C:21](O)=[O:22])[CH:19]=2)[NH:14][CH:13]([C:24]2[CH:29]=[C:28]([N:30]3[CH2:35][CH2:34][O:33][CH2:32][CH2:31]3)[CH:27]=[CH:26][C:25]=2[CH3:36])[CH2:12]1.C(N1C=CN=C1)(N1C=CN=C1)=O. The catalyst is CN(C)C=O.O. The product is [CH3:10][C:11]1([CH3:37])[C:20]2[C:15](=[CH:16][CH:17]=[C:18]([C:21]([NH:9][S:6]([CH:3]3[CH2:5][CH2:4]3)(=[O:8])=[O:7])=[O:22])[CH:19]=2)[NH:14][CH:13]([C:24]2[CH:29]=[C:28]([N:30]3[CH2:35][CH2:34][O:33][CH2:32][CH2:31]3)[CH:27]=[CH:26][C:25]=2[CH3:36])[CH2:12]1. The yield is 0.0900. (6) The reactants are Br[CH2:2][C:3]1[CH:8]=[CH:7][CH:6]=[CH:5][N:4]=1.[NH:9]1[CH:13]2[CH2:14][NH:15][CH2:16][CH2:17][N:12]2[CH2:11][CH2:10]1.C([O-])([O-])=O.[K+].[K+].[BH4-].[Na+]. The catalyst is C(#N)C.C(O)C. The product is [N:4]1[CH:5]=[CH:6][CH:7]=[CH:8][C:3]=1[CH2:2][N:9]1[CH2:13][CH2:14][N:15]([CH2:2][C:3]2[CH:8]=[CH:7][CH:6]=[CH:5][N:4]=2)[CH2:16][CH2:17][N:12]([CH2:2][C:3]2[CH:8]=[CH:7][CH:6]=[CH:5][N:4]=2)[CH2:11][CH2:10]1. The yield is 0.310.